Task: Predict the reactants needed to synthesize the given product.. Dataset: Full USPTO retrosynthesis dataset with 1.9M reactions from patents (1976-2016) The reactants are: [OH:1][CH2:2][CH2:3][N:4]([CH2:23][CH2:24][OH:25])[C:5]1[CH:10]=[CH:9][C:8]([C:11]2[NH:12][C:13]3[CH:19]=[C:18]([C:20]([OH:22])=O)[CH:17]=[CH:16][C:14]=3[N:15]=2)=[CH:7][CH:6]=1.[C:26]1([NH2:33])[CH:31]=[CH:30][C:29]([NH2:32])=[CH:28][CH:27]=1. Given the product [C:26]1([NH:33][C:20]([C:18]2[CH:17]=[CH:16][C:14]3[NH:15][C:11]([C:8]4[CH:7]=[CH:6][C:5]([N:4]([CH2:3][CH2:2][OH:1])[CH2:23][CH2:24][OH:25])=[CH:10][CH:9]=4)=[N:12][C:13]=3[CH:19]=2)=[O:22])[CH:31]=[CH:30][C:29]([NH:32][C:20]([C:18]2[CH:17]=[CH:16][C:14]3[NH:15][C:11]([C:8]4[CH:7]=[CH:6][C:5]([N:4]([CH2:3][CH2:2][OH:1])[CH2:23][CH2:24][OH:25])=[CH:10][CH:9]=4)=[N:12][C:13]=3[CH:19]=2)=[O:22])=[CH:28][CH:27]=1, predict the reactants needed to synthesize it.